From a dataset of NCI-60 drug combinations with 297,098 pairs across 59 cell lines. Regression. Given two drug SMILES strings and cell line genomic features, predict the synergy score measuring deviation from expected non-interaction effect. (1) Drug 1: C1=C(C(=O)NC(=O)N1)N(CCCl)CCCl. Drug 2: COC1=C2C(=CC3=C1OC=C3)C=CC(=O)O2. Cell line: ACHN. Synergy scores: CSS=60.6, Synergy_ZIP=0.360, Synergy_Bliss=-1.38, Synergy_Loewe=-7.17, Synergy_HSA=-2.43. (2) Drug 1: C1=CC(=C2C(=C1NCCNCCO)C(=O)C3=C(C=CC(=C3C2=O)O)O)NCCNCCO. Synergy scores: CSS=63.0, Synergy_ZIP=8.19, Synergy_Bliss=6.92, Synergy_Loewe=-43.4, Synergy_HSA=3.55. Cell line: HOP-62. Drug 2: CC1=CC2C(CCC3(C2CCC3(C(=O)C)OC(=O)C)C)C4(C1=CC(=O)CC4)C. (3) Drug 1: C1CCC(C1)C(CC#N)N2C=C(C=N2)C3=C4C=CNC4=NC=N3. Drug 2: CNC(=O)C1=NC=CC(=C1)OC2=CC=C(C=C2)NC(=O)NC3=CC(=C(C=C3)Cl)C(F)(F)F. Cell line: LOX IMVI. Synergy scores: CSS=4.87, Synergy_ZIP=-12.7, Synergy_Bliss=-14.1, Synergy_Loewe=-12.1, Synergy_HSA=-11.6. (4) Drug 1: COC1=C(C=C2C(=C1)N=CN=C2NC3=CC(=C(C=C3)F)Cl)OCCCN4CCOCC4. Drug 2: C#CCC(CC1=CN=C2C(=N1)C(=NC(=N2)N)N)C3=CC=C(C=C3)C(=O)NC(CCC(=O)O)C(=O)O. Cell line: SF-268. Synergy scores: CSS=5.63, Synergy_ZIP=-0.237, Synergy_Bliss=2.40, Synergy_Loewe=2.90, Synergy_HSA=2.82. (5) Drug 1: CCC1(CC2CC(C3=C(CCN(C2)C1)C4=CC=CC=C4N3)(C5=C(C=C6C(=C5)C78CCN9C7C(C=CC9)(C(C(C8N6C=O)(C(=O)OC)O)OC(=O)C)CC)OC)C(=O)OC)O.OS(=O)(=O)O. Drug 2: C#CCC(CC1=CN=C2C(=N1)C(=NC(=N2)N)N)C3=CC=C(C=C3)C(=O)NC(CCC(=O)O)C(=O)O. Cell line: SW-620. Synergy scores: CSS=53.7, Synergy_ZIP=-4.34, Synergy_Bliss=-4.59, Synergy_Loewe=-10.4, Synergy_HSA=0.208.